This data is from Full USPTO retrosynthesis dataset with 1.9M reactions from patents (1976-2016). The task is: Predict the reactants needed to synthesize the given product. (1) Given the product [CH:14]([C:13]1[N:21]([O:20][CH3:19])[C:2]2[C:11]3[CH:10]=[CH:9][CH:8]=[CH:7][C:6]=3[N:5]=[CH:4][C:3]=2[N:12]=1)([CH3:16])[CH3:15], predict the reactants needed to synthesize it. The reactants are: Cl[C:2]1[C:11]2[C:6](=[CH:7][CH:8]=[CH:9][CH:10]=2)[N:5]=[CH:4][C:3]=1[NH:12][C:13](=O)[CH:14]([CH3:16])[CH3:15].Cl.[CH3:19][O:20][NH2:21]. (2) Given the product [CH3:24][O:25][C:26]1[CH:27]=[C:28]([N:34]2[CH2:35][CH2:36][N:37]([C:46]([C:44]3[NH:45][C:41]([CH3:40])=[N:42][C:43]=3[C:49]3[CH:50]=[CH:51][CH:52]=[CH:53][CH:54]=3)=[O:47])[CH2:38][CH2:39]2)[CH:29]=[C:30]([O:32][CH3:33])[CH:31]=1, predict the reactants needed to synthesize it. The reactants are: Cl.CN(C)CCCN=C=NCC.O.ON1C2C=CC=CC=2N=N1.[CH3:24][O:25][C:26]1[CH:27]=[C:28]([N:34]2[CH2:39][CH2:38][NH:37][CH2:36][CH2:35]2)[CH:29]=[C:30]([O:32][CH3:33])[CH:31]=1.[CH3:40][C:41]1[NH:42][C:43]([C:49]2[CH:54]=[CH:53][CH:52]=[CH:51][CH:50]=2)=[C:44]([C:46](O)=[O:47])[N:45]=1. (3) Given the product [Cl:1][C:2]1[CH:22]=[CH:21][CH:20]=[C:19]([C:23]([F:26])([F:24])[F:25])[C:3]=1[CH2:4][N:5]1[C:13]2[C:8](=[C:9]([F:17])[CH:10]=[C:11]([C:14]([N:56]3[CH2:57][CH:54]([O:53][CH3:52])[CH2:55]3)=[O:15])[CH:12]=2)[C:7]([I:18])=[N:6]1, predict the reactants needed to synthesize it. The reactants are: [Cl:1][C:2]1[CH:22]=[CH:21][CH:20]=[C:19]([C:23]([F:26])([F:25])[F:24])[C:3]=1[CH2:4][N:5]1[C:13]2[C:8](=[C:9]([F:17])[CH:10]=[C:11]([C:14](O)=[O:15])[CH:12]=2)[C:7]([I:18])=[N:6]1.CN(C(ON1N=NC2C=CC=NC1=2)=[N+](C)C)C.F[P-](F)(F)(F)(F)F.Cl.[CH3:52][O:53][CH:54]1[CH2:57][NH:56][CH2:55]1.CCN(C(C)C)C(C)C. (4) The reactants are: [CH:1]1([C:7]([C:12]2[CH:17]=[CH:16][CH:15]=[CH:14][CH:13]=2)([OH:11])[C:8]([OH:10])=[O:9])[CH2:6][CH2:5][CH2:4][CH2:3][CH2:2]1.Br[CH2:19][CH:20]1[CH2:25][CH2:24][N:23]([C:26]([O:28][C:29]([CH3:32])([CH3:31])[CH3:30])=[O:27])[CH2:22][CH2:21]1.C(=O)([O-])[O-].[K+].[K+]. Given the product [CH:12]1([C:7]([OH:11])([C:1]2[CH:6]=[CH:5][CH:4]=[CH:3][CH:2]=2)[C:8]([O:10][CH2:19][CH:20]2[CH2:25][CH2:24][N:23]([C:26]([O:28][C:29]([CH3:30])([CH3:32])[CH3:31])=[O:27])[CH2:22][CH2:21]2)=[O:9])[CH2:17][CH2:16][CH2:15][CH2:14][CH2:13]1, predict the reactants needed to synthesize it. (5) The reactants are: Cl.Cl.[CH3:3][N:4]1[CH2:9][CH2:8][NH:7][C@H:6]([CH3:10])[CH2:5]1.C(N(CC)C(C)C)(C)C.[Cl:20][C:21]1[C:26]([F:27])=[C:25](Cl)[N:24]=[C:23]([CH3:29])[N:22]=1. Given the product [Cl:20][C:21]1[C:26]([F:27])=[C:25]([N:7]2[CH2:8][CH2:9][N:4]([CH3:3])[CH2:5][C@H:6]2[CH3:10])[N:24]=[C:23]([CH3:29])[N:22]=1, predict the reactants needed to synthesize it. (6) The reactants are: [CH3:1][N:2]1[C:10]2[CH:9]=[C:8]([N:11]3[CH:16]=[CH:15][C:14]([C:17]4[CH:22]=[CH:21][C:20]([C:23]([F:26])([F:25])[F:24])=[CH:19][N:18]=4)=[CH:13][C:12]3=[O:27])[CH:7]=[CH:6][C:5]=2[C:4]2[CH2:28][N:29](C(OC(C)(C)C)=O)[CH2:30][CH2:31][C:3]1=2.C1(N)C(F)=C(F)C(F)=C(N)C=1F.[ClH:51].Cl. Given the product [ClH:51].[ClH:51].[CH3:1][N:2]1[C:10]2[CH:9]=[C:8]([N:11]3[CH:16]=[CH:15][C:14]([C:17]4[CH:22]=[CH:21][C:20]([C:23]([F:24])([F:25])[F:26])=[CH:19][N:18]=4)=[CH:13][C:12]3=[O:27])[CH:7]=[CH:6][C:5]=2[C:4]2[CH2:28][NH:29][CH2:30][CH2:31][C:3]1=2, predict the reactants needed to synthesize it.